From a dataset of Reaction yield outcomes from USPTO patents with 853,638 reactions. Predict the reaction yield, written as a fraction of the theoretical maximum amount of product (1.0 means a 100% yield; for example, 0.34 means a 34% yield). The reactants are [CH2:1]([N:8]1[C:12](/[CH:13]=[CH:14]/[C:15]([O:17][CH2:18][CH3:19])=[O:16])=[CH:11][C:10]([O:20][CH:21]([CH3:23])[CH3:22])=[N:9]1)[C:2]1[CH:7]=[CH:6][CH:5]=[CH:4][CH:3]=1. The catalyst is [C].[Pd].O1CCCC1. The product is [CH2:1]([N:8]1[C:12]([CH2:13][CH2:14][C:15]([O:17][CH2:18][CH3:19])=[O:16])=[CH:11][C:10]([O:20][CH:21]([CH3:22])[CH3:23])=[N:9]1)[C:2]1[CH:3]=[CH:4][CH:5]=[CH:6][CH:7]=1. The yield is 0.630.